This data is from Full USPTO retrosynthesis dataset with 1.9M reactions from patents (1976-2016). The task is: Predict the reactants needed to synthesize the given product. Given the product [CH2:1]([O:3][C:4](=[O:20])[CH2:5][N:6]1[C:14](=[O:15])[C:13]2[C:8](=[CH:9][CH:10]=[C:11]([O:29][C:24]3[CH:23]=[C:22]([F:21])[CH:27]=[C:26]([F:28])[CH:25]=3)[CH:12]=2)[C:7]1=[O:19])[CH3:2], predict the reactants needed to synthesize it. The reactants are: [CH2:1]([O:3][C:4](=[O:20])[CH2:5][N:6]1[C:14](=[O:15])[C:13]2[C:8](=[CH:9][CH:10]=[C:11]([N+]([O-])=O)[CH:12]=2)[C:7]1=[O:19])[CH3:2].[F:21][C:22]1[CH:23]=[C:24]([OH:29])[CH:25]=[C:26]([F:28])[CH:27]=1.C(=O)([O-])[O-].[K+].[K+].CC(N(C)C)=O.